From a dataset of Peptide-MHC class I binding affinity with 185,985 pairs from IEDB/IMGT. Regression. Given a peptide amino acid sequence and an MHC pseudo amino acid sequence, predict their binding affinity value. This is MHC class I binding data. (1) The peptide sequence is DTLKVGNTY. The MHC is HLA-B15:17 with pseudo-sequence HLA-B15:17. The binding affinity (normalized) is 0.0847. (2) The peptide sequence is EEMNLPGRW. The MHC is HLA-B45:01 with pseudo-sequence HLA-B45:01. The binding affinity (normalized) is 0.347. (3) The binding affinity (normalized) is 0.0377. The peptide sequence is YPGIKVRQL. The MHC is HLA-B15:01 with pseudo-sequence HLA-B15:01. (4) The binding affinity (normalized) is 0.171. The peptide sequence is FQVDCFLWHV. The MHC is HLA-A24:02 with pseudo-sequence HLA-A24:02. (5) The peptide sequence is LTPTAPPE. The MHC is Mamu-A01 with pseudo-sequence Mamu-A01. The binding affinity (normalized) is 0.381. (6) The MHC is HLA-A02:06 with pseudo-sequence HLA-A02:06. The binding affinity (normalized) is 0.584. The peptide sequence is TLVDICFWS. (7) The peptide sequence is RLAPEPVYT. The MHC is HLA-B39:01 with pseudo-sequence HLA-B39:01. The binding affinity (normalized) is 0.0847. (8) The peptide sequence is NTLIQYRQQL. The MHC is HLA-A02:03 with pseudo-sequence HLA-A02:03. The binding affinity (normalized) is 0.148. (9) The MHC is HLA-B58:01 with pseudo-sequence HLA-B58:01. The binding affinity (normalized) is 0.340. The peptide sequence is RFPLCFGW. (10) The peptide sequence is TLLGDGPVV. The MHC is HLA-A68:02 with pseudo-sequence HLA-A68:02. The binding affinity (normalized) is 0.242.